This data is from Catalyst prediction with 721,799 reactions and 888 catalyst types from USPTO. The task is: Predict which catalyst facilitates the given reaction. Reactant: CI.[CH3:3][O:4][C:5]1[CH:35]=[CH:34][C:8]([CH2:9][NH:10][C:11]([C:13]2[CH:14]=[C:15]3[C:20](=[CH:21][CH:22]=2)[NH:19][C:18](=[O:23])[N:17]([CH2:24][C:25]2[CH:30]=[CH:29][C:28]([O:31][CH3:32])=[CH:27][CH:26]=2)[C:16]3=[O:33])=[O:12])=[CH:7][CH:6]=1.[CH3:36]N(C)C=O.C([O-])([O-])=O.[K+].[K+]. Product: [CH3:3][O:4][C:5]1[CH:6]=[CH:7][C:8]([CH2:9][NH:10][C:11]([C:13]2[CH:14]=[C:15]3[C:20](=[CH:21][CH:22]=2)[N:19]([CH3:36])[C:18](=[O:23])[N:17]([CH2:24][C:25]2[CH:30]=[CH:29][C:28]([O:31][CH3:32])=[CH:27][CH:26]=2)[C:16]3=[O:33])=[O:12])=[CH:34][CH:35]=1. The catalyst class is: 16.